Dataset: Full USPTO retrosynthesis dataset with 1.9M reactions from patents (1976-2016). Task: Predict the reactants needed to synthesize the given product. Given the product [CH2:19]([O:21][C:22]([CH3:30])([CH3:31])[C:23]([C:25]1[S:26][C:27]([C:2]2[CH:7]=[CH:6][N:5]=[C:4]([NH:8][CH:9]3[CH2:14][C:13]([CH3:16])([CH3:15])[NH:12][C:11]([CH3:18])([CH3:17])[CH2:10]3)[N:3]=2)=[CH:28][CH:29]=1)=[O:24])[CH3:20], predict the reactants needed to synthesize it. The reactants are: Cl[C:2]1[CH:7]=[CH:6][N:5]=[C:4]([NH:8][CH:9]2[CH2:14][C:13]([CH3:16])([CH3:15])[NH:12][C:11]([CH3:18])([CH3:17])[CH2:10]2)[N:3]=1.[CH2:19]([O:21][C:22]([CH3:31])([CH3:30])[C:23]([C:25]1[S:26][CH:27]=[CH:28][CH:29]=1)=[O:24])[CH3:20].